This data is from Catalyst prediction with 721,799 reactions and 888 catalyst types from USPTO. The task is: Predict which catalyst facilitates the given reaction. (1) Reactant: [Br:1][C:2]1[S:3][C:4]([C:16]([O:18]CC)=[O:17])=[C:5]([C:7]2[CH:12]=[C:11]([Cl:13])[CH:10]=[CH:9][C:8]=2[O:14][CH3:15])[N:6]=1.[OH-].[K+].Cl.C(Cl)Cl. Product: [Br:1][C:2]1[S:3][C:4]([C:16]([OH:18])=[O:17])=[C:5]([C:7]2[CH:12]=[C:11]([Cl:13])[CH:10]=[CH:9][C:8]=2[O:14][CH3:15])[N:6]=1. The catalyst class is: 20. (2) Reactant: [NH2:1][C:2]1[CH:7]=[CH:6][C:5]([NH:8][C:9]([NH:11][C:12]2[CH:17]=[CH:16][CH:15]=[CH:14][CH:13]=2)=[O:10])=[CH:4][CH:3]=1.C(N(CC)CC)C.[C:25]1([CH3:35])[CH:30]=[CH:29][CH:28]=[C:27]([S:31](Cl)(=[O:33])=[O:32])[CH:26]=1. Product: [CH3:35][C:25]1[CH:26]=[C:27]([S:31]([NH:1][C:2]2[CH:3]=[CH:4][C:5]([NH:8][C:9]([NH:11][C:12]3[CH:13]=[CH:14][CH:15]=[CH:16][CH:17]=3)=[O:10])=[CH:6][CH:7]=2)(=[O:33])=[O:32])[CH:28]=[CH:29][CH:30]=1. The catalyst class is: 13. (3) Reactant: [CH2:1]([S:8][C:9]1[C:14]([C:15]([F:18])([F:17])[F:16])=[CH:13][C:12]([N+:19]([O-])=O)=[CH:11][N:10]=1)[C:2]1[CH:7]=[CH:6][CH:5]=[CH:4][CH:3]=1.C(O)(=O)C. Product: [CH2:1]([S:8][C:9]1[N:10]=[CH:11][C:12]([NH2:19])=[CH:13][C:14]=1[C:15]([F:18])([F:16])[F:17])[C:2]1[CH:3]=[CH:4][CH:5]=[CH:6][CH:7]=1. The catalyst class is: 186.